This data is from Reaction yield outcomes from USPTO patents with 853,638 reactions. The task is: Predict the reaction yield, written as a fraction of the theoretical maximum amount of product (1.0 means a 100% yield; for example, 0.34 means a 34% yield). (1) The reactants are [F:1][C:2]([F:18])([F:17])[C:3]1[CH:4]=[C:5]([CH:14]=[CH:15][CH:16]=1)[CH2:6][CH:7]1[S:11][C:10]([NH2:12])=[N:9][C:8]1=[O:13].[C:19]1([N:25]=[C:26]=[O:27])[CH:24]=[CH:23][CH:22]=[CH:21][CH:20]=1. The catalyst is C1(C)C=CC=CC=1. The product is [F:18][C:2]([F:1])([F:17])[C:3]1[CH:4]=[C:5]([CH:14]=[CH:15][CH:16]=1)[CH2:6][CH:7]1[S:11][C:10](=[N:12][C:26]([NH:25][C:19]2[CH:24]=[CH:23][CH:22]=[CH:21][CH:20]=2)=[O:27])[NH:9][C:8]1=[O:13]. The yield is 0.970. (2) The reactants are OO.FC(F)(F)C(O)=[O:6].[Cl:10][C:11]1[N:12]=[N:13][C:14]([Cl:17])=[CH:15][CH:16]=1.ClC1=C(Cl)C(OC1=O)=O.S([O-])([O-])=O.[Na+].[Na+]. The catalyst is O.ClCCCl. The product is [Cl:10][C:11]1[N:12]=[N+:13]([O-:6])[C:14]([Cl:17])=[CH:15][CH:16]=1. The yield is 0.710.